From a dataset of Full USPTO retrosynthesis dataset with 1.9M reactions from patents (1976-2016). Predict the reactants needed to synthesize the given product. (1) The reactants are: [I-].[CH3:2][S+](C)(C)=O.[H-].[Na+].[CH2:9]([O:11][C:12](=[O:28])[CH:13]=[CH:14][C:15]1[CH:16]=[N:17][C:18]([C:21]2[CH:26]=[CH:25][C:24]([F:27])=[CH:23][CH:22]=2)=[CH:19][CH:20]=1)[CH3:10]. Given the product [CH2:9]([O:11][C:12]([C@@H:13]1[CH2:2][C@H:14]1[C:15]1[CH:16]=[N:17][C:18]([C:21]2[CH:22]=[CH:23][C:24]([F:27])=[CH:25][CH:26]=2)=[CH:19][CH:20]=1)=[O:28])[CH3:10], predict the reactants needed to synthesize it. (2) Given the product [CH:4]1[CH:3]=[CH:2][N:1]=[C:6]([C:2]2[CH:3]=[CH:4][CH:5]=[CH:6][N:1]=2)[CH:5]=1, predict the reactants needed to synthesize it. The reactants are: [N:1]1[CH:6]=[CH:5][CH:4]=[CH:3][CH:2]=1. (3) Given the product [CH3:25][O:24][C:22]([CH:21]1[CH2:20][CH2:19][N:18]([C:26]([O:28][CH:29]([CH3:30])[CH3:31])=[O:27])[C:11]2[CH:12]=[C:13]([Cl:17])[C:14]([Br:16])=[CH:15][C:10]=2[C:9]1=[O:32])=[O:23], predict the reactants needed to synthesize it. The reactants are: CC(C)([O-])C.[K+].CO[C:9](=[O:32])[C:10]1[CH:15]=[C:14]([Br:16])[C:13]([Cl:17])=[CH:12][C:11]=1[N:18]([C:26]([O:28][CH:29]([CH3:31])[CH3:30])=[O:27])[CH2:19][CH2:20][CH2:21][C:22]([O:24][CH3:25])=[O:23]. (4) Given the product [CH:19]([O:18][C:6]1[CH:5]=[C:4]([CH:9]=[C:8]([O:10][CH2:11][CH2:12][C:13]2[CH:17]=[CH:16][S:15][CH:14]=2)[CH:7]=1)[C:3]([OH:22])=[O:2])([CH3:21])[CH3:20], predict the reactants needed to synthesize it. The reactants are: C[O:2][C:3](=[O:22])[C:4]1[CH:9]=[C:8]([O:10][CH2:11][CH2:12][C:13]2[CH:17]=[CH:16][S:15][CH:14]=2)[CH:7]=[C:6]([O:18][CH:19]([CH3:21])[CH3:20])[CH:5]=1.[OH-].[Na+]. (5) Given the product [CH3:17][O:16][C:9]1[CH:10]=[CH:11][C:12]2[NH:13][C:3](=[O:2])[CH:4]([CH3:18])[CH2:5][NH:6][C:7]=2[N:8]=1, predict the reactants needed to synthesize it. The reactants are: C[O:2][C:3](=O)[CH:4]([CH3:18])[CH2:5][NH:6][C:7]1[C:12]([N+:13]([O-])=O)=[CH:11][CH:10]=[C:9]([O:16][CH3:17])[N:8]=1.C(O)(=O)C.C(=O)([O-])O.[Na+]. (6) Given the product [CH3:13][S:14]([C:17]1[CH:22]=[CH:21][C:20]([C:2]2[CH:11]=[C:10]3[C:5]([C:6](=[O:12])[CH:7]=[N:8][NH:9]3)=[CH:4][CH:3]=2)=[CH:19][CH:18]=1)(=[O:16])=[O:15], predict the reactants needed to synthesize it. The reactants are: Br[C:2]1[CH:11]=[C:10]2[C:5]([C:6](=[O:12])[CH:7]=[N:8][NH:9]2)=[CH:4][CH:3]=1.[CH3:13][S:14]([C:17]1[CH:22]=[CH:21][C:20](B(O)O)=[CH:19][CH:18]=1)(=[O:16])=[O:15].COCCOC.C(=O)([O-])[O-].[Na+].[Na+]. (7) Given the product [CH3:9][O:8][C:5]1[C:4]([O:10][CH3:11])=[CH:3][C:2]([C:13]#[C:12][Si:14]([CH3:17])([CH3:16])[CH3:15])=[CH:7][N:6]=1, predict the reactants needed to synthesize it. The reactants are: Br[C:2]1[CH:3]=[C:4]([O:10][CH3:11])[C:5]([O:8][CH3:9])=[N:6][CH:7]=1.[C:12]([Si:14]([CH3:17])([CH3:16])[CH3:15])#[CH:13].